This data is from Forward reaction prediction with 1.9M reactions from USPTO patents (1976-2016). The task is: Predict the product of the given reaction. (1) The product is: [ClH:38].[CH3:29][C:30]1[CH:37]=[CH:36][C:33]([CH2:34][N:9]2[CH2:14][CH2:13][CH:12]([CH2:15][O:16][C:17]3[CH:26]=[CH:25][CH:24]=[C:23]4[C:18]=3[C:19]([NH2:28])=[N:20][C:21]([NH2:27])=[N:22]4)[CH2:11][CH2:10]2)=[CH:32][CH:31]=1. Given the reactants C(N)C1C=CC=CC=1.[NH:9]1[CH2:14][CH2:13][CH:12]([CH2:15][O:16][C:17]2[CH:26]=[CH:25][CH:24]=[C:23]3[C:18]=2[C:19]([NH2:28])=[N:20][C:21]([NH2:27])=[N:22]3)[CH2:11][CH2:10]1.[CH3:29][C:30]1[CH:37]=[CH:36][C:33]([CH2:34]Br)=[CH:32][CH:31]=1.[ClH:38].O1CCOCC1, predict the reaction product. (2) Given the reactants C([O:3][C:4](=O)[CH2:5][C:6]1[CH:7]=[N:8][CH:9]=[CH:10][CH:11]=1)C.[BH4-].[Na+], predict the reaction product. The product is: [N:8]1[CH:9]=[CH:10][CH:11]=[C:6]([CH2:5][CH2:4][OH:3])[CH:7]=1.